This data is from Forward reaction prediction with 1.9M reactions from USPTO patents (1976-2016). The task is: Predict the product of the given reaction. (1) Given the reactants [NH:1]1[C:9]2[C:4](=[CH:5][CH:6]=[CH:7][C:8]=2[N:10]([CH3:15])[S:11]([CH3:14])(=[O:13])=[O:12])[CH:3]=[CH:2]1.[F:16][C:17]1[CH:22]=[CH:21][C:20]([C:23](O)([CH2:26][CH3:27])[CH2:24][CH3:25])=[CH:19][CH:18]=1.FC(F)(F)C(O)=O.C(=O)(O)[O-].[Na+], predict the reaction product. The product is: [CH2:24]([C:23]([C:3]1[C:4]2[C:9](=[C:8]([N:10]([CH3:15])[S:11]([CH3:14])(=[O:12])=[O:13])[CH:7]=[CH:6][CH:5]=2)[NH:1][CH:2]=1)([C:20]1[CH:19]=[CH:18][C:17]([F:16])=[CH:22][CH:21]=1)[CH2:26][CH3:27])[CH3:25]. (2) Given the reactants [F:1][C:2]1[CH:3]=[C:4]([C:28]2[C:29]([C:34]#[N:35])=[CH:30][CH:31]=[CH:32][CH:33]=2)[CH:5]=[CH:6][C:7]=1[CH2:8][C:9]1[C:10](=[O:27])[N:11]([C@H:22]2[CH2:25][C@@H:24]([OH:26])[CH2:23]2)[C:12]2[N:13]([N:18]=[C:19]([CH3:21])[N:20]=2)[C:14]=1[CH2:15][CH2:16][CH3:17].[N+](=[CH:38][C:39]([O:41][CH2:42][CH3:43])=[O:40])=[N-], predict the reaction product. The product is: [CH2:42]([O:41][C:39](=[O:40])[CH2:38][O:26][C@H:24]1[CH2:25][C@@H:22]([N:11]2[C:10](=[O:27])[C:9]([CH2:8][C:7]3[CH:6]=[CH:5][C:4]([C:28]4[CH:33]=[CH:32][CH:31]=[CH:30][C:29]=4[C:34]#[N:35])=[CH:3][C:2]=3[F:1])=[C:14]([CH2:15][CH2:16][CH3:17])[N:13]3[N:18]=[C:19]([CH3:21])[N:20]=[C:12]23)[CH2:23]1)[CH3:43]. (3) Given the reactants [H-].[Na+].[F:3][C:4]1[CH:9]=[CH:8][C:7]([C:10](=[O:12])[CH3:11])=[C:6]([OH:13])[CH:5]=1.[CH3:14][O:15][CH2:16]Cl.[Cl-].[NH4+], predict the reaction product. The product is: [F:3][C:4]1[CH:9]=[CH:8][C:7]([C:10](=[O:12])[CH3:11])=[C:6]([O:13][CH2:14][O:15][CH3:16])[CH:5]=1. (4) Given the reactants [Cl:1][C:2]1[CH:22]=[CH:21][C:5]([CH2:6][N:7]2[C:15](=[O:16])[C:14]3[N:13]([CH3:17])[C:12]([CH2:18][CH3:19])=[N:11][C:10]=3[NH:9][C:8]2=O)=[CH:4][CH:3]=1.[C:23](=[O:26])([O-])[O-].[K+].[K+], predict the reaction product. The product is: [Cl:1][C:2]1[CH:22]=[CH:21][C:5]([CH2:6][N:7]2[C:15](=[O:16])[C:14]3[N:13]([CH3:17])[C:12]([CH2:18][CH3:19])=[N:11][C:10]=3[N:9]([CH2:8][CH2:8][N:7]([CH2:15][CH3:14])[CH2:6][CH3:5])[C:23]2=[O:26])=[CH:4][CH:3]=1. (5) Given the reactants [F:1][C:2]([F:28])([F:27])[C:3]1[CH:26]=[CH:25][CH:24]=[CH:23][C:4]=1[C:5]([N:7]1[CH2:12][CH2:11][N:10]([C:13]2[N:18]=[N:17][C:16]([C:19](OC)=[O:20])=[CH:15][CH:14]=2)[CH2:9][CH2:8]1)=[O:6].S(Cl)([Cl:31])=O, predict the reaction product. The product is: [F:1][C:2]([F:28])([F:27])[C:3]1[CH:26]=[CH:25][CH:24]=[CH:23][C:4]=1[C:5]([N:7]1[CH2:12][CH2:11][N:10]([C:13]2[N:18]=[N:17][C:16]([C:19]([Cl:31])=[O:20])=[CH:15][CH:14]=2)[CH2:9][CH2:8]1)=[O:6]. (6) Given the reactants CC(C)([O-])C.[K+].[Cl:7][C:8]1[CH:13]=[CH:12][C:11]([C:14]2[S:15][CH:16]=[C:17]([CH2:19][OH:20])[N:18]=2)=[CH:10][CH:9]=1.[OH:21][CH2:22][CH2:23][O:24][C:25]1[CH:30]=[CH:29][C:28]([C:31]2[C:40]3[C:39](=[O:41])[NH:38][CH:37]=[CH:36][C:35]=3[N:34]=[C:33](SC)[C:32]=2[C:44]#[N:45])=[CH:27][CH:26]=1.O, predict the reaction product. The product is: [Cl:7][C:8]1[CH:9]=[CH:10][C:11]([C:14]2[S:15][CH:16]=[C:17]([CH2:19][O:20][C:33]3[C:32]([C:44]#[N:45])=[C:31]([C:28]4[CH:29]=[CH:30][C:25]([O:24][CH2:23][CH2:22][OH:21])=[CH:26][CH:27]=4)[C:40]4[C:39](=[O:41])[NH:38][CH:37]=[CH:36][C:35]=4[N:34]=3)[N:18]=2)=[CH:12][CH:13]=1. (7) Given the reactants Br[C:2]1[C:7]([CH3:8])=[CH:6][C:5]([O:9][CH2:10][CH2:11][C@H:12]([CH:14]2[CH2:19][CH2:18][N:17]([C:20]3[O:24][N:23]=[C:22]([CH:25]([CH3:27])[CH3:26])[N:21]=3)[CH2:16][CH2:15]2)[CH3:13])=[CH:4][N:3]=1.[C:28]([O:32][C:33](=[O:48])[NH:34][C@@H:35]1[C@@H:39]([C:40]2[CH:45]=[C:44]([F:46])[CH:43]=[CH:42][C:41]=2[F:47])[CH2:38][NH:37][CH2:36]1)([CH3:31])([CH3:30])[CH3:29], predict the reaction product. The product is: [C:28]([O:32][C:33](=[O:48])[NH:34][C@@H:35]1[C@@H:39]([C:40]2[CH:45]=[C:44]([F:46])[CH:43]=[CH:42][C:41]=2[F:47])[CH2:38][N:37]([C:2]2[C:7]([CH3:8])=[CH:6][C:5]([O:9][CH2:10][CH2:11][C@H:12]([CH:14]3[CH2:19][CH2:18][N:17]([C:20]4[O:24][N:23]=[C:22]([CH:25]([CH3:27])[CH3:26])[N:21]=4)[CH2:16][CH2:15]3)[CH3:13])=[CH:4][N:3]=2)[CH2:36]1)([CH3:31])([CH3:29])[CH3:30].